This data is from Full USPTO retrosynthesis dataset with 1.9M reactions from patents (1976-2016). The task is: Predict the reactants needed to synthesize the given product. (1) Given the product [C:3]([C:4]1[C:5]([F:17])=[C:6]([CH:12]=[C:13]([F:16])[C:14]=1[F:15])[C:7]([O:9][CH2:10][CH3:11])=[O:8])#[N:2], predict the reactants needed to synthesize it. The reactants are: O[N:2]=[CH:3][C:4]1[C:5]([F:17])=[C:6]([CH:12]=[C:13]([F:16])[C:14]=1[F:15])[C:7]([O:9][CH2:10][CH3:11])=[O:8]. (2) Given the product [Br:2][C:3]1[CH:8]=[CH:7][C:6]([NH:9]/[N:10]=[CH:14]/[C:13]([OH:17])=[O:16])=[CH:5][CH:4]=1, predict the reactants needed to synthesize it. The reactants are: Cl.[Br:2][C:3]1[CH:8]=[CH:7][C:6]([NH:9][NH2:10])=[CH:5][CH:4]=1.Cl.O.[C:13]([OH:17])(=[O:16])[CH:14]=O. (3) Given the product [Cl:1][C:2]1[CH:7]=[CH:6][C:5]([C:8]2([OH:40])[CH2:13][CH2:12][N:11]([CH2:14][CH2:15][CH:16]=[C:17]3[C:27]4[C:22](=[N:23][CH:24]=[CH:25][CH:26]=4)[O:21][C:20]4[CH:28]=[CH:29][CH:30]=[C:31]([C:83]([O:79][CH2:77][CH3:78])=[O:84])[C:19]=4[CH2:18]3)[CH2:10][CH2:9]2)=[CH:4][CH:3]=1, predict the reactants needed to synthesize it. The reactants are: [Cl:1][C:2]1[CH:7]=[CH:6][C:5]([C:8]2([OH:40])[CH2:13][CH2:12][N:11]([CH2:14][CH2:15][CH:16]=[C:17]3[C:27]4[C:22](=[N:23][CH:24]=[CH:25][CH:26]=4)[O:21][C:20]4[CH:28]=[CH:29][CH:30]=[C:31](OS(C(F)(F)F)(=O)=O)[C:19]=4[CH2:18]3)[CH2:10][CH2:9]2)=[CH:4][CH:3]=1.C1(P(C2C=CC=CC=2)CCCP(C2C=CC=CC=2)C2C=CC=CC=2)C=CC=CC=1.C(N(CC)CC)C.[CH2:77]([OH:79])[CH3:78].CN([CH:83]=[O:84])C. (4) Given the product [O:3]1[C:4]2=[CH:10][CH:9]=[CH:8][C:7]([C:11]([OH:13])=[O:12])=[C:5]2[N:6]=[CH:2]1, predict the reactants needed to synthesize it. The reactants are: Cl[C:2]1[O:3][C:4]2[C:5](=[C:7]([C:11]([O:13]C)=[O:12])[CH:8]=[CH:9][CH:10]=2)[N:6]=1.Cl.C[C@@H]1CSC[C@@H](C)N1.C(=O)([O-])[O-].[K+].[K+]. (5) The reactants are: FC(F)(F)C(O)=O.[Cl:8][C:9]1[CH:10]=[N:11][C:12]2[NH:13][C:14]3[CH:15]=[CH:16][CH:17]=[C:18]([CH:32]=3)[CH2:19][CH2:20][C:21]3[CH:29]=[C:25]([NH:26][C:27]=1[N:28]=2)[CH:24]=[CH:23][C:22]=3[O:30]C.B(Br)(Br)Br.C(=O)(O)[O-].[Na+]. Given the product [Cl:8][C:9]1[CH:10]=[N:11][C:12]2[NH:13][C:14]3[CH:15]=[CH:16][CH:17]=[C:18]([CH:32]=3)[CH2:19][CH2:20][C:21]3[CH:29]=[C:25]([NH:26][C:27]=1[N:28]=2)[CH:24]=[CH:23][C:22]=3[OH:30], predict the reactants needed to synthesize it. (6) Given the product [Cl:1][C:2]1[C:10]([Cl:11])=[CH:9][CH:8]=[CH:7][C:3]=1[C:4]([NH:21][CH2:20][CH:19]([C:16]1[CH:17]=[N:18][C:13]([CH3:12])=[N:14][CH:15]=1)[N:22]1[CH2:28][CH2:27][CH2:26][O:25][CH2:24][CH2:23]1)=[O:6], predict the reactants needed to synthesize it. The reactants are: [Cl:1][C:2]1[C:10]([Cl:11])=[CH:9][CH:8]=[CH:7][C:3]=1[C:4]([OH:6])=O.[CH3:12][C:13]1[N:18]=[CH:17][C:16]([CH:19]([N:22]2[CH2:28][CH2:27][CH2:26][O:25][CH2:24][CH2:23]2)[CH2:20][NH2:21])=[CH:15][N:14]=1. (7) Given the product [C:1]([O:5][C:6]([N:8]1[CH2:11][CH:10]([CH:12]([NH2:14])[CH3:13])[CH2:9]1)=[O:7])([CH3:4])([CH3:3])[CH3:2], predict the reactants needed to synthesize it. The reactants are: [C:1]([O:5][C:6]([N:8]1[CH2:11][CH:10]([CH:12]([NH:14]S(C(C)(C)C)=O)[CH3:13])[CH2:9]1)=[O:7])([CH3:4])([CH3:3])[CH3:2].Cl.O1CCOCC1. (8) Given the product [CH2:1]([O:8][C:9]1[CH:18]=[C:17]2[C:12]([C:13]([O:24][CH2:30][O:29][CH2:28][CH2:27][Si:26]([CH3:33])([CH3:32])[CH3:25])=[CH:14][C:15]([C:19]([O:21][CH2:22][CH3:23])=[O:20])=[CH:16]2)=[CH:11][CH:10]=1)[C:2]1[CH:3]=[CH:4][CH:5]=[CH:6][CH:7]=1, predict the reactants needed to synthesize it. The reactants are: [CH2:1]([O:8][C:9]1[CH:18]=[C:17]2[C:12]([C:13]([OH:24])=[CH:14][C:15]([C:19]([O:21][CH2:22][CH3:23])=[O:20])=[CH:16]2)=[CH:11][CH:10]=1)[C:2]1[CH:7]=[CH:6][CH:5]=[CH:4][CH:3]=1.[CH3:25][Si:26]([CH3:33])([CH3:32])[CH2:27][CH2:28][O:29][CH2:30]Cl.C([O-])([O-])=O.[K+].[K+].CCOC(C)=O.